From a dataset of Catalyst prediction with 721,799 reactions and 888 catalyst types from USPTO. Predict which catalyst facilitates the given reaction. (1) Reactant: [NH2:1][C:2]1[CH:7]=[CH:6][C:5]([CH:8]2[CH2:13][NH:12][C:11](=O)[CH2:10][S:9]2)=[CH:4][CH:3]=1.[H-].[Al+3].[Li+].[H-].[H-].[H-].[O-]S([O-])(=O)=O.[Na+].[Na+]. Product: [NH2:1][C:2]1[CH:3]=[CH:4][C:5]([CH:8]2[CH2:13][NH:12][CH2:11][CH2:10][S:9]2)=[CH:6][CH:7]=1. The catalyst class is: 7. (2) Reactant: [NH2:1][CH2:2][CH2:3][CH2:4][O:5][CH2:6][CH2:7][O:8][CH2:9][CH2:10][O:11][CH2:12][CH2:13][O:14][CH2:15][CH2:16][O:17][CH2:18][CH2:19][CH2:20][NH:21][C:22]1[CH:30]=[C:29]([N:31]2[C:39]3[CH2:38][C:37]([CH3:41])([CH3:40])[CH2:36][C:35](=[O:42])[C:34]=3[C:33]([CH3:43])=[N:32]2)[CH:28]=[CH:27][C:23]=1[C:24]([NH2:26])=[O:25].[C:44]([O:48][C:49]([NH:51][CH2:52][CH2:53][C:54]1[CH:55]=[CH:56][C:57]([OH:71])=[C:58](/[N:60]=[N:61]/[C:62]2[CH:70]=[CH:69][C:65]([C:66](O)=[O:67])=[CH:64][CH:63]=2)[CH:59]=1)=[O:50])([CH3:47])([CH3:46])[CH3:45].C(Cl)CCl.C1C=CC2N(O)N=NC=2C=1. Product: [C:24]([C:23]1[CH:27]=[CH:28][C:29]([N:31]2[C:39]3[CH2:38][C:37]([CH3:40])([CH3:41])[CH2:36][C:35](=[O:42])[C:34]=3[C:33]([CH3:43])=[N:32]2)=[CH:30][C:22]=1[NH:21][CH2:20][CH2:19][CH2:18][O:17][CH2:16][CH2:15][O:14][CH2:13][CH2:12][O:11][CH2:10][CH2:9][O:8][CH2:7][CH2:6][O:5][CH2:4][CH2:3][CH2:2][NH:1][C:66]([C:65]1[CH:64]=[CH:63][C:62](/[N:61]=[N:60]/[C:58]2[CH:59]=[C:54]([CH:55]=[CH:56][C:57]=2[OH:71])[CH2:53][CH2:52][NH:51][C:49](=[O:50])[O:48][C:44]([CH3:46])([CH3:47])[CH3:45])=[CH:70][CH:69]=1)=[O:67])(=[O:25])[NH2:26]. The catalyst class is: 79. (3) Reactant: [Cl:1][C:2]1[N:10]=[C:9]2[C:5]([N:6]=[CH:7][N:8]2[C@@H:11]2[O:17][C@H:16]([CH3:18])[C@@H:14]([OH:15])[C@H:12]2[OH:13])=[C:4]([NH2:19])[N:3]=1.N1C=CN=C1.[CH:25]([Si:28](Cl)([CH:32]([CH3:34])[CH3:33])[CH:29]([CH3:31])[CH3:30])([CH3:27])[CH3:26]. Product: [CH:25]([Si:28]([CH:32]([CH3:34])[CH3:33])([CH:29]([CH3:31])[CH3:30])[O:13][C@@H:12]1[C@H:14]([OH:15])[C@@H:16]([CH3:18])[O:17][C@H:11]1[N:8]1[CH:7]=[N:6][C:5]2[C:9]1=[N:10][C:2]([Cl:1])=[N:3][C:4]=2[NH2:19])([CH3:27])[CH3:26]. The catalyst class is: 9. (4) Reactant: [C:1]([C:5]1[CH:10]=[CH:9][C:8]([NH:11][C:12](=[O:22])[C:13]2[CH:18]=[CH:17][C:16]([C:19](=O)[CH3:20])=[CH:15][CH:14]=2)=[CH:7][CH:6]=1)([CH3:4])([CH3:3])[CH3:2].Cl.[CH3:24][O:25][NH2:26].C([O-])(=O)C.[Na+].CO. Product: [C:1]([C:5]1[CH:6]=[CH:7][C:8]([NH:11][C:12](=[O:22])[C:13]2[CH:18]=[CH:17][C:16]([C:19](=[N:26][O:25][CH3:24])[CH3:20])=[CH:15][CH:14]=2)=[CH:9][CH:10]=1)([CH3:4])([CH3:3])[CH3:2]. The catalyst class is: 6. (5) Reactant: [C:1]([O:5][C:6]([N:8]1[C@@H:12]([CH2:13][CH2:14][C:15]2[CH:16]=[N:17][C:18](Cl)=[CH:19][CH:20]=2)[CH2:11][O:10][C:9]1([CH3:23])[CH3:22])=[O:7])([CH3:4])([CH3:3])[CH3:2].[Cl:24][C:25]1[CH:26]=[N:27][C:28]([NH2:31])=[N:29][CH:30]=1.C(=O)([O-])[O-].[Cs+].[Cs+]. The catalyst class is: 12. Product: [C:1]([O:5][C:6]([N:8]1[C@@H:12]([CH2:13][CH2:14][C:15]2[CH:16]=[N:17][C:18]([NH:31][C:28]3[N:29]=[CH:30][C:25]([Cl:24])=[CH:26][N:27]=3)=[CH:19][CH:20]=2)[CH2:11][O:10][C:9]1([CH3:23])[CH3:22])=[O:7])([CH3:4])([CH3:3])[CH3:2]. (6) Reactant: [CH3:1][O:2][C:3]1[N:11]=[C:10]2[C:6]([NH:7][CH:8]=[N:9]2)=[C:5]([NH2:12])[N:4]=1.C(O[C@@H:17]1[O:39][C@H:38]([CH2:40][O:41][C:42](=[O:49])[C:43]2[CH:48]=[CH:47][CH:46]=[CH:45][CH:44]=2)[C@@H:28]([O:29][C:30](=[O:37])[C:31]2[CH:36]=[CH:35][CH:34]=[CH:33][CH:32]=2)[C@H:18]1[O:19][C:20](=[O:27])[C:21]1[CH:26]=[CH:25][CH:24]=[CH:23][CH:22]=1)(=O)C.FC(S(O[Si](C)(C)C)(=O)=O)(F)F. The catalyst class is: 4. Product: [C:20]([O:19][C@@H:18]1[C@H:28]([O:29][C:30](=[O:37])[C:31]2[CH:36]=[CH:35][CH:34]=[CH:33][CH:32]=2)[C@@H:38]([CH2:40][O:41][C:42](=[O:49])[C:43]2[CH:44]=[CH:45][CH:46]=[CH:47][CH:48]=2)[O:39][C@H:17]1[N:9]1[CH:8]=[N:7][C:6]2[C:10]1=[N:11][C:3]([O:2][CH3:1])=[N:4][C:5]=2[NH2:12])(=[O:27])[C:21]1[CH:26]=[CH:25][CH:24]=[CH:23][CH:22]=1. (7) Reactant: [F:1][C:2]1[CH:3]=[C:4]([CH2:26][N:27]2[CH2:30][CH:29]([C:31]([OH:33])=[O:32])[CH2:28]2)[CH:5]=[CH:6][C:7]=1[C:8]1[S:9][C:10]2[C:15]([N:16]=1)=[CH:14][CH:13]=[C:12]([C:17]1([C:20]3[CH:25]=[CH:24][CH:23]=[CH:22][CH:21]=3)[CH2:19][CH2:18]1)[N:11]=2.C1C=C(Cl)C=C(C(OO)=[O:42])C=1. Product: [F:1][C:2]1[CH:3]=[C:4]([CH2:26][N+:27]2([O-:42])[CH2:28][CH:29]([C:31]([OH:33])=[O:32])[CH2:30]2)[CH:5]=[CH:6][C:7]=1[C:8]1[S:9][C:10]2[C:15]([N:16]=1)=[CH:14][CH:13]=[C:12]([C:17]1([C:20]3[CH:25]=[CH:24][CH:23]=[CH:22][CH:21]=3)[CH2:19][CH2:18]1)[N:11]=2. The catalyst class is: 100. (8) Reactant: [CH2:1]([O:8][C:9]([N:11]1[CH:15]([C:16]([OH:18])=O)[CH2:14][S:13][C@@H:12]1[C:19]1[S:23][CH:22]=[N:21][CH:20]=1)=[O:10])[C:2]1[CH:7]=[CH:6][CH:5]=[CH:4][CH:3]=1.CCN(C(C)C)C(C)C.CN(C(ON1N=NC2C=CC=NC1=2)=[N+](C)C)C.F[P-](F)(F)(F)(F)F.[NH2:57][C:58]1[S:59][CH:60]=[C:61]([C:63]2[CH:74]=[CH:73][C:66]([C:67]([NH:69][CH:70]3[CH2:72][CH2:71]3)=[O:68])=[CH:65][CH:64]=2)[N:62]=1. Product: [CH2:1]([O:8][C:9]([N:11]1[CH:15]([C:16](=[O:18])[NH:57][C:58]2[S:59][CH:60]=[C:61]([C:63]3[CH:64]=[CH:65][C:66]([C:67](=[O:68])[NH:69][CH:70]4[CH2:72][CH2:71]4)=[CH:73][CH:74]=3)[N:62]=2)[CH2:14][S:13][C@@H:12]1[C:19]1[S:23][CH:22]=[N:21][CH:20]=1)=[O:10])[C:2]1[CH:3]=[CH:4][CH:5]=[CH:6][CH:7]=1. The catalyst class is: 3.